Task: Predict the reaction yield, written as a fraction of the theoretical maximum amount of product (1.0 means a 100% yield; for example, 0.34 means a 34% yield).. Dataset: Reaction yield outcomes from USPTO patents with 853,638 reactions (1) The reactants are [N+:1](/[CH:4]=[CH:5]/[C:6]1[CH:19]=[CH:18][C:9]([CH2:10][O:11][C:12]2[CH:17]=[CH:16][CH:15]=[CH:14][N:13]=2)=[CH:8][CH:7]=1)([O-:3])=[O:2].C(O)(=O)C.[B-].[Na+].O. The catalyst is CS(C)=O.C(OCC)C.C(OCC)(=O)C. The product is [N+:1]([CH2:4][CH2:5][C:6]1[CH:19]=[CH:18][C:9]([CH2:10][O:11][C:12]2[CH:17]=[CH:16][CH:15]=[CH:14][N:13]=2)=[CH:8][CH:7]=1)([O-:3])=[O:2]. The yield is 0.490. (2) The reactants are [CH3:1][O:2][C:3]1[CH:8]=[CH:7][CH:6]=[CH:5][C:4]=1[O:9][CH3:10].[C:11]([O:14][CH:15](OC(=O)C)[C:16]([CH3:18])=[CH2:17])(=[O:13])[CH3:12]. No catalyst specified. The product is [C:11]([O:14][CH:15]=[C:16]([CH3:18])[CH2:17][C:6]1[CH:7]=[CH:8][C:3]([O:2][CH3:1])=[C:4]([O:9][CH3:10])[CH:5]=1)(=[O:13])[CH3:12]. The yield is 0.944. (3) The reactants are [CH3:1][S:2][C:3]1[N:8]=[CH:7][C:6]([CH:9]([CH2:14][CH:15]2[CH2:20][CH2:19][O:18][CH2:17][CH2:16]2)[C:10](=O)[CH:11]=[CH2:12])=[CH:5][CH:4]=1.[N:21]1[CH:26]=[CH:25][CH:24]=[CH:23][C:22]=1[CH:27]=O.C([O-])(=O)C.[NH4+:33].C(=O)([O-])O.[Na+]. The catalyst is C(O)C.[Cl-].C([N+]1C(C)=C(CCO)SC=1)C1C=CC=CC=1.C(O)(=O)C.O.C(N(CC)CC)C. The product is [CH3:1][S:2][C:3]1[CH:4]=[CH:5][C:6]([CH:9]([C:10]2[NH:33][C:27]([C:22]3[CH:23]=[CH:24][CH:25]=[CH:26][N:21]=3)=[CH:12][CH:11]=2)[CH2:14][CH:15]2[CH2:20][CH2:19][O:18][CH2:17][CH2:16]2)=[CH:7][N:8]=1. The yield is 0.580. (4) The reactants are [H-].[Na+].[C:3]([O:7][CH3:8])(=[O:6])[CH2:4][OH:5].[NH2:9][C:10]1[C:15]([I:16])=[C:14](Cl)[N:13]=[C:12]([S:18][CH3:19])[N:11]=1.[Cl-].[NH4+]. The catalyst is O1CCCC1. The product is [NH2:9][C:10]1[C:15]([I:16])=[C:14]([O:5][CH2:4][C:3]([O:7][CH3:8])=[O:6])[N:13]=[C:12]([S:18][CH3:19])[N:11]=1. The yield is 0.360. (5) The reactants are [C:1]([C:5]1[CH:10]=[CH:9][CH:8]=[CH:7][C:6]=1[OH:11])(C)(C)[CH3:2].[NH2:12]C1C=CC=CC=1. No catalyst specified. The product is [O:11]1[C:6]2[CH:7]=[CH:8][CH:9]=[CH:10][C:5]=2[CH:1]=[CH:2][NH:12]1. The yield is 0.950. (6) The reactants are [NH2:1][C:2]1[CH:3]=[C:4]([C:8]2[C:16]3[C:11](=[CH:12][CH:13]=[C:14]([C:17]([NH2:19])=[O:18])[CH:15]=3)[N:10](C3CCCCO3)[N:9]=2)[CH:5]=[CH:6][CH:7]=1.[C:26]1([CH:32]([CH3:36])[C:33](O)=[O:34])[CH:31]=[CH:30][CH:29]=[CH:28][CH:27]=1.CCN=C=NCCCN(C)C. No catalyst specified. The product is [C:26]1([CH:32]([CH3:36])[C:33]([NH:1][C:2]2[CH:3]=[C:4]([C:8]3[C:16]4[C:11](=[CH:12][CH:13]=[C:14]([C:17]([NH2:19])=[O:18])[CH:15]=4)[NH:10][N:9]=3)[CH:5]=[CH:6][CH:7]=2)=[O:34])[CH:31]=[CH:30][CH:29]=[CH:28][CH:27]=1. The yield is 0.170.